The task is: Predict the reaction yield, written as a fraction of the theoretical maximum amount of product (1.0 means a 100% yield; for example, 0.34 means a 34% yield).. This data is from Reaction yield outcomes from USPTO patents with 853,638 reactions. (1) The reactants are [CH2:1]([NH:8][C:9]1[CH:14]=[C:13](Br)[CH:12]=[CH:11][C:10]=1[N+:16]([O-:18])=[O:17])[C:2]1[CH:7]=[CH:6][CH:5]=[CH:4][CH:3]=1.[N:19]1([C:25](=[O:27])[CH3:26])[CH2:24][CH2:23][NH:22][CH2:21][CH2:20]1. The catalyst is CN1C(=O)CCC1.O. The product is [CH2:1]([NH:8][C:9]1[CH:14]=[C:13]([N:22]2[CH2:23][CH2:24][N:19]([C:25](=[O:27])[CH3:26])[CH2:20][CH2:21]2)[CH:12]=[CH:11][C:10]=1[N+:16]([O-:18])=[O:17])[C:2]1[CH:7]=[CH:6][CH:5]=[CH:4][CH:3]=1. The yield is 0.610. (2) The reactants are [C:1]([C:5]1[O:9][N:8]=[C:7]([NH:10][C:11]([NH:13][C:14]2[CH:19]=[CH:18][C:17]([O:20][C:21]3[CH:26]=[CH:25][C:24]([NH:27]C(OC(C)(C)C)=O)=[CH:23][CH:22]=3)=[CH:16][CH:15]=2)=[O:12])[CH:6]=1)([CH3:4])([CH3:3])[CH3:2].Cl.O.[OH-].[Na+]. The catalyst is O1CCOCC1.CCOC(C)=O. The product is [C:1]([C:5]1[O:9][N:8]=[C:7]([NH:10][C:11]([NH:13][C:14]2[CH:19]=[CH:18][C:17]([O:20][C:21]3[CH:22]=[CH:23][C:24]([NH2:27])=[CH:25][CH:26]=3)=[CH:16][CH:15]=2)=[O:12])[CH:6]=1)([CH3:4])([CH3:2])[CH3:3]. The yield is 0.660. (3) The yield is 0.620. The reactants are [C:1]([O:5][C:6]([NH:8][C@H:9]1[CH2:14][CH2:13][C@@H:12]([CH2:15]O)[CH2:11][CH2:10]1)=[O:7])([CH3:4])([CH3:3])[CH3:2].C1(P(C2C=CC=CC=2)C2C=CC=CC=2)C=CC=CC=1.[C:36]1(=[O:46])[NH:40][C:39](=[O:41])[C:38]2=[CH:42][CH:43]=[CH:44][CH:45]=[C:37]12.N(C(OC(C)C)=O)=NC(OC(C)C)=O. The catalyst is C1COCC1. The product is [C:1]([O:5][C:6]([NH:8][C@H:9]1[CH2:10][CH2:11][C@@H:12]([CH2:15][N:40]2[C:39](=[O:41])[C:38]3[CH:42]=[CH:43][CH:44]=[CH:45][C:37]=3[C:36]2=[O:46])[CH2:13][CH2:14]1)=[O:7])([CH3:2])([CH3:3])[CH3:4]. (4) The reactants are [NH2:1][C:2]1[C:7]([C:8]#[N:9])=[C:6]([NH:10][C@H:11]([C:13]2[N:17]([CH3:18])[C:16]3[C:19](Br)=[C:20]([F:23])[CH:21]=[CH:22][C:15]=3[N:14]=2)[CH3:12])[N:5]=[CH:4][N:3]=1.CC1(C)C(C)(C)OB([C:33]2[CH2:34][CH2:35][O:36][CH2:37][CH:38]=2)O1.C(=O)([O-])[O-].[Cs+].[Cs+]. The catalyst is O1CCOCC1.O.C1C=CC([P]([Pd]([P](C2C=CC=CC=2)(C2C=CC=CC=2)C2C=CC=CC=2)([P](C2C=CC=CC=2)(C2C=CC=CC=2)C2C=CC=CC=2)[P](C2C=CC=CC=2)(C2C=CC=CC=2)C2C=CC=CC=2)(C2C=CC=CC=2)C2C=CC=CC=2)=CC=1. The product is [NH2:1][C:2]1[C:7]([C:8]#[N:9])=[C:6]([NH:10][C@H:11]([C:13]2[N:17]([CH3:18])[C:16]3[C:19]([C:33]4[CH2:38][CH2:37][O:36][CH2:35][CH:34]=4)=[C:20]([F:23])[CH:21]=[CH:22][C:15]=3[N:14]=2)[CH3:12])[N:5]=[CH:4][N:3]=1. The yield is 0.150. (5) The reactants are [CH2:1]([C:3]1[CH:7]=[C:6]([C:8]([OH:10])=O)[N:5]([CH3:11])[N:4]=1)[CH3:2].CN(C)C=O.C(Cl)(=O)C(Cl)=O.[NH2:23][C:24]1[CH:25]=[C:26]([CH:44]=[CH:45][C:46]=1[F:47])[O:27][C:28]1[CH:29]=[CH:30][C:31]2[N:32]([CH:34]=[C:35]([NH:37][C:38]([CH:40]3[CH2:42][CH:41]3[CH3:43])=[O:39])[N:36]=2)[N:33]=1.C(=O)([O-])O.[Na+]. The catalyst is O1CCCC1.CN(C)C(=O)C. The product is [CH2:1]([C:3]1[CH:7]=[C:6]([C:8]([NH:23][C:24]2[CH:25]=[C:26]([O:27][C:28]3[CH:29]=[CH:30][C:31]4[N:32]([CH:34]=[C:35]([NH:37][C:38]([CH:40]5[CH2:42][CH:41]5[CH3:43])=[O:39])[N:36]=4)[N:33]=3)[CH:44]=[CH:45][C:46]=2[F:47])=[O:10])[N:5]([CH3:11])[N:4]=1)[CH3:2]. The yield is 0.570. (6) The reactants are [CH3:1][O:2][C:3]1[CH:8]=[C:7]([O:9][CH2:10][CH2:11][O:12][CH3:13])[CH:6]=[CH:5][C:4]=1[N+:14]([O-])=O.[ClH:17]. The catalyst is CO.[Pd]. The product is [ClH:17].[CH3:1][O:2][C:3]1[CH:8]=[C:7]([O:9][CH2:10][CH2:11][O:12][CH3:13])[CH:6]=[CH:5][C:4]=1[NH2:14]. The yield is 0.760.